This data is from NCI-60 drug combinations with 297,098 pairs across 59 cell lines. The task is: Regression. Given two drug SMILES strings and cell line genomic features, predict the synergy score measuring deviation from expected non-interaction effect. (1) Cell line: HS 578T. Synergy scores: CSS=32.0, Synergy_ZIP=-9.04, Synergy_Bliss=-8.53, Synergy_Loewe=-5.58, Synergy_HSA=-5.23. Drug 1: C1=C(C(=O)NC(=O)N1)F. Drug 2: CC12CCC3C(C1CCC2O)C(CC4=C3C=CC(=C4)O)CCCCCCCCCS(=O)CCCC(C(F)(F)F)(F)F. (2) Drug 1: C1=NC2=C(N=C(N=C2N1C3C(C(C(O3)CO)O)O)F)N. Drug 2: CC(C)NC(=O)C1=CC=C(C=C1)CNNC.Cl. Cell line: UACC62. Synergy scores: CSS=2.41, Synergy_ZIP=-1.93, Synergy_Bliss=-3.41, Synergy_Loewe=-0.836, Synergy_HSA=-3.29. (3) Drug 1: C(CC(=O)O)C(=O)CN.Cl. Drug 2: N.N.Cl[Pt+2]Cl. Cell line: HOP-92. Synergy scores: CSS=49.3, Synergy_ZIP=0.156, Synergy_Bliss=0.686, Synergy_Loewe=-1.53, Synergy_HSA=3.26. (4) Drug 1: COC1=C(C=C2C(=C1)N=CN=C2NC3=CC(=C(C=C3)F)Cl)OCCCN4CCOCC4. Drug 2: C1=CN(C(=O)N=C1N)C2C(C(C(O2)CO)O)O.Cl. Cell line: SF-268. Synergy scores: CSS=34.4, Synergy_ZIP=-2.30, Synergy_Bliss=4.71, Synergy_Loewe=6.20, Synergy_HSA=7.78. (5) Drug 1: CC1C(C(=O)NC(C(=O)N2CCCC2C(=O)N(CC(=O)N(C(C(=O)O1)C(C)C)C)C)C(C)C)NC(=O)C3=C4C(=C(C=C3)C)OC5=C(C(=O)C(=C(C5=N4)C(=O)NC6C(OC(=O)C(N(C(=O)CN(C(=O)C7CCCN7C(=O)C(NC6=O)C(C)C)C)C)C(C)C)C)N)C. Drug 2: C1CCC(C(C1)N)N.C(=O)(C(=O)[O-])[O-].[Pt+4]. Cell line: HL-60(TB). Synergy scores: CSS=52.7, Synergy_ZIP=4.73, Synergy_Bliss=7.30, Synergy_Loewe=6.90, Synergy_HSA=8.59. (6) Drug 1: CN(C)N=NC1=C(NC=N1)C(=O)N. Drug 2: C1C(C(OC1N2C=NC(=NC2=O)N)CO)O. Cell line: MALME-3M. Synergy scores: CSS=7.94, Synergy_ZIP=-0.754, Synergy_Bliss=4.91, Synergy_Loewe=-7.38, Synergy_HSA=2.09. (7) Drug 1: CCC1=CC2CC(C3=C(CN(C2)C1)C4=CC=CC=C4N3)(C5=C(C=C6C(=C5)C78CCN9C7C(C=CC9)(C(C(C8N6C)(C(=O)OC)O)OC(=O)C)CC)OC)C(=O)OC.C(C(C(=O)O)O)(C(=O)O)O. Drug 2: CN1C(=O)N2C=NC(=C2N=N1)C(=O)N. Cell line: MDA-MB-231. Synergy scores: CSS=23.6, Synergy_ZIP=-7.66, Synergy_Bliss=-7.64, Synergy_Loewe=-39.4, Synergy_HSA=-6.56. (8) Drug 1: CC(C1=C(C=CC(=C1Cl)F)Cl)OC2=C(N=CC(=C2)C3=CN(N=C3)C4CCNCC4)N. Drug 2: CCN(CC)CCCC(C)NC1=C2C=C(C=CC2=NC3=C1C=CC(=C3)Cl)OC. Cell line: TK-10. Synergy scores: CSS=30.9, Synergy_ZIP=7.99, Synergy_Bliss=13.5, Synergy_Loewe=13.8, Synergy_HSA=13.6.